Predict the reaction yield, written as a fraction of the theoretical maximum amount of product (1.0 means a 100% yield; for example, 0.34 means a 34% yield). From a dataset of Reaction yield outcomes from USPTO patents with 853,638 reactions. (1) The reactants are [F:1][C:2]1[CH:3]=[C:4]([CH:30]=[C:31]([F:33])[CH:32]=1)[CH2:5][NH:6][C:7]1[CH:12]=[C:11]([NH:13][C:14]2[CH:19]=[CH:18][C:17]([N:20]3[CH2:25][CH2:24][NH:23][CH2:22][CH2:21]3)=[CH:16][CH:15]=2)[N:10]=[CH:9][C:8]=1[CH2:26][C:27]([NH2:29])=[O:28].C(O)(=O)C.C(O[BH-](OC(=O)C)OC(=O)C)(=O)C.[Na+].[C:52]([NH:59][CH2:60][CH:61]=O)([O:54][C:55]([CH3:58])([CH3:57])[CH3:56])=[O:53]. The catalyst is C(Cl)(Cl)Cl. The product is [C:55]([O:54][C:52]([NH:59][CH2:60][CH2:61][N:23]1[CH2:24][CH2:25][N:20]([C:17]2[CH:16]=[CH:15][C:14]([NH:13][C:11]3[N:10]=[CH:9][C:8]([CH2:26][C:27]([NH2:29])=[O:28])=[C:7]([NH:6][CH2:5][C:4]4[CH:3]=[C:2]([F:1])[CH:32]=[C:31]([F:33])[CH:30]=4)[CH:12]=3)=[CH:19][CH:18]=2)[CH2:21][CH2:22]1)=[O:53])([CH3:58])([CH3:57])[CH3:56]. The yield is 0.710. (2) The yield is 0.560. The catalyst is O1CCOCC1.C1C=CC(P(C2C=CC=CC=2)[C-]2C=CC=C2)=CC=1.C1C=CC(P(C2C=CC=CC=2)[C-]2C=CC=C2)=CC=1.Cl[Pd]Cl.[Fe+2]. The product is [CH:33]1([C:32]2[C:13]([N:8]([C:5]3[CH:6]=[CH:7][C:2]([B:37]4[O:41][C:40]([CH3:43])([CH3:42])[C:39]([CH3:45])([CH3:44])[O:38]4)=[C:3]([F:36])[CH:4]=3)[S:9]([CH3:12])(=[O:11])=[O:10])=[CH:14][C:15]3[O:19][C:18]([C:20]4[CH:21]=[CH:22][C:23]([F:26])=[CH:24][CH:25]=4)=[C:17]([C:27]([NH:29][CH3:30])=[O:28])[C:16]=3[CH:31]=2)[CH2:35][CH2:34]1. The reactants are Br[C:2]1[CH:7]=[CH:6][C:5]([N:8]([C:13]2[C:32]([CH:33]3[CH2:35][CH2:34]3)=[CH:31][C:16]3[C:17]([C:27]([NH:29][CH3:30])=[O:28])=[C:18]([C:20]4[CH:25]=[CH:24][C:23]([F:26])=[CH:22][CH:21]=4)[O:19][C:15]=3[CH:14]=2)[S:9]([CH3:12])(=[O:11])=[O:10])=[CH:4][C:3]=1[F:36].[B:37]1([B:37]2[O:41][C:40]([CH3:43])([CH3:42])[C:39]([CH3:45])([CH3:44])[O:38]2)[O:41][C:40]([CH3:43])([CH3:42])[C:39]([CH3:45])([CH3:44])[O:38]1.C([O-])(=O)C.[K+]. (3) The reactants are Cl[C:2]1[CH:7]=[C:6]([F:8])[C:5]([N+:9]([O-])=O)=[CH:4][C:3]=1[OH:12]. The catalyst is CCO.[Pd]. The product is [NH2:9][C:5]1[CH:4]=[C:3]([OH:12])[CH:2]=[CH:7][C:6]=1[F:8]. The yield is 0.700. (4) The reactants are [NH2:1][C:2]([CH3:7])([CH3:6])[C:3]([OH:5])=[O:4].S(Cl)([Cl:10])=O.[CH3:12]O. No catalyst specified. The product is [ClH:10].[CH3:12][O:4][C:3](=[O:5])[C:2]([NH2:1])([CH3:7])[CH3:6]. The yield is 0.966. (5) The reactants are [NH2:1][C:2]1[CH:3]=[N:4][CH:5]=[CH:6][CH:7]=1.Cl[C:9]([O:11][C:12]1[CH:17]=[CH:16][CH:15]=[CH:14][CH:13]=1)=[O:10]. No catalyst specified. The product is [N:4]1[CH:5]=[CH:6][CH:7]=[C:2]([NH:1][C:9](=[O:10])[O:11][C:12]2[CH:17]=[CH:16][CH:15]=[CH:14][CH:13]=2)[CH:3]=1. The yield is 0.620.